Dataset: Kir2.1 potassium channel HTS with 301,493 compounds. Task: Binary Classification. Given a drug SMILES string, predict its activity (active/inactive) in a high-throughput screening assay against a specified biological target. The molecule is O(C(=O)C(CC)c1ccccc1)CC(=O)Nc1cc(OC)ccc1. The result is 0 (inactive).